Predict which catalyst facilitates the given reaction. From a dataset of Catalyst prediction with 721,799 reactions and 888 catalyst types from USPTO. (1) Reactant: [CH:1]1([C:6]2[O:10][N:9]=[C:8]([C:11]([O:13][CH2:14][CH3:15])=[O:12])[C:7]=2[N+:16]([O-])=O)[CH2:5][CH2:4][CH2:3][CH2:2]1.[C:19]([N:27]=[C:28]=[O:29])(=[O:26])[C:20]1[CH:25]=[CH:24][CH:23]=[CH:22][CH:21]=1. Product: [C:19]([NH:27][C:28]([NH:16][C:7]1[C:8]([C:11]([O:13][CH2:14][CH3:15])=[O:12])=[N:9][O:10][C:6]=1[CH:1]1[CH2:5][CH2:4][CH2:3][CH2:2]1)=[O:29])(=[O:26])[C:20]1[CH:25]=[CH:24][CH:23]=[CH:22][CH:21]=1. The catalyst class is: 1. (2) Reactant: [C:1]([N:4]1[C:13]2[C:8](=[CH:9][C:10]([C:14]3[CH:15]=[N:16][N:17]([CH2:19][CH2:20][N:21]([CH3:29])[C:22](=[O:28])[O:23][C:24]([CH3:27])([CH3:26])[CH3:25])[CH:18]=3)=[CH:11][CH:12]=2)[C@H:7]([NH2:30])[CH2:6][C@@H:5]1[CH3:31])(=[O:3])[CH3:2].I[C:33]1[CH:38]=[CH:37][CH:36]=[CH:35][CH:34]=1.C1(P(C2CCCCC2)C2C=CC=CC=2C2C(N(C)C)=CC=CC=2)CCCCC1.CC(C)([O-])C.[Na+]. Product: [C:1]([N:4]1[C:13]2[C:8](=[CH:9][C:10]([C:14]3[CH:15]=[N:16][N:17]([CH2:19][CH2:20][N:21]([CH3:29])[C:22](=[O:28])[O:23][C:24]([CH3:25])([CH3:26])[CH3:27])[CH:18]=3)=[CH:11][CH:12]=2)[C@H:7]([NH:30][C:33]2[CH:38]=[CH:37][CH:36]=[CH:35][CH:34]=2)[CH2:6][C@@H:5]1[CH3:31])(=[O:3])[CH3:2]. The catalyst class is: 62. (3) The catalyst class is: 5. Reactant: OC[C@H]1CCC(=O)N1CCC1C=CC(C(OC)=O)=CC=1.[CH3:21][O:22][C:23]([C:25]1[S:29][C:28]([C:30]#[C:31][CH2:32][N:33]2[C:37](=[O:38])[CH2:36][CH2:35][C@@H:34]2[C:39](O)=[O:40])=[CH:27][CH:26]=1)=[O:24].C(N(CC)CC)C.ClCCl. Product: [OH:40][CH2:39][C@H:34]1[CH2:35][CH2:36][C:37](=[O:38])[N:33]1[CH2:32][C:31]#[C:30][C:28]1[S:29][C:25]([C:23]([O:22][CH3:21])=[O:24])=[CH:26][CH:27]=1. (4) The catalyst class is: 4. Product: [CH3:1][O:2][C:3]([C:5]1[CH:10]=[C:9]([N:20]2[CH2:25][CH2:24][CH2:23][CH2:22][CH2:21]2)[N:8]=[C:7]([Cl:12])[N:6]=1)=[O:4]. Reactant: [CH3:1][O:2][C:3]([C:5]1[CH:10]=[C:9](Cl)[N:8]=[C:7]([Cl:12])[N:6]=1)=[O:4].C(N(CC)CC)C.[NH:20]1[CH2:25][CH2:24][CH2:23][CH2:22][CH2:21]1. (5) Reactant: [F:1][C:2]1[C:29]([O:30][CH3:31])=[CH:28][C:27]([O:32][CH3:33])=[C:26]([F:34])[C:3]=1[CH2:4][O:5][C:6]1[CH:7]=[N:8][C:9]([NH:12][C:13]2[CH:14]=[N:15][N:16]([CH2:18][C@@H:19]3[CH2:23][O:22]C(C)(C)[O:20]3)[CH:17]=2)=[N:10][CH:11]=1.Cl.C(=O)(O)[O-].[Na+]. Product: [F:1][C:2]1[C:29]([O:30][CH3:31])=[CH:28][C:27]([O:32][CH3:33])=[C:26]([F:34])[C:3]=1[CH2:4][O:5][C:6]1[CH:11]=[N:10][C:9]([NH:12][C:13]2[CH:14]=[N:15][N:16]([CH2:18][C@@H:19]([OH:20])[CH2:23][OH:22])[CH:17]=2)=[N:8][CH:7]=1. The catalyst class is: 7. (6) The catalyst class is: 4. Reactant: [NH2:1][CH2:2][C:3]([CH3:7])([CH3:6])[CH2:4][OH:5].C(N(CC)CC)C.Cl[C:16]([O:18][CH2:19][C:20]1[CH:25]=[CH:24][CH:23]=[CH:22][CH:21]=1)=[O:17]. Product: [OH:5][CH2:4][C:3]([CH3:7])([CH3:6])[CH2:2][NH:1][C:16](=[O:17])[O:18][CH2:19][C:20]1[CH:25]=[CH:24][CH:23]=[CH:22][CH:21]=1. (7) The catalyst class is: 344. Reactant: [CH2:1]([C@@:4]1([CH3:30])[CH2:9][C@H:8]([C:10]2[CH:15]=[CH:14][CH:13]=[C:12]([Cl:16])[CH:11]=2)[C@@H:7]([C:17]2[CH:22]=[CH:21][C:20]([Cl:23])=[CH:19][CH:18]=2)[N:6]([C@@H:24]([CH2:27][CH3:28])[CH:25]=O)[C:5]1=[O:29])[CH:2]=[CH2:3].C(O)(=O)C.[CH3:35][NH2:36].C1COCC1.C(O[BH-](OC(=O)C)OC(=O)C)(=O)C.[Na+]. Product: [CH2:1]([C@@:4]1([CH3:30])[CH2:9][C@H:8]([C:10]2[CH:15]=[CH:14][CH:13]=[C:12]([Cl:16])[CH:11]=2)[C@@H:7]([C:17]2[CH:22]=[CH:21][C:20]([Cl:23])=[CH:19][CH:18]=2)[N:6]([C@@H:24]([CH2:27][CH3:28])[CH2:25][NH:36][CH3:35])[C:5]1=[O:29])[CH:2]=[CH2:3]. (8) Reactant: [C:1]([O:5][C:6]([CH2:8][C:9](NCC(O)=O)=[O:10])=[O:7])([CH3:4])([CH3:3])[CH3:2].[CH2:16](Cl)[CH2:17]Cl.[CH2:20]([O:27][C:28](=[O:35])[CH2:29][NH:30][C:31](=[O:34])[CH2:32][NH2:33])[C:21]1[CH:26]=[CH:25][CH:24]=[CH:23][CH:22]=1.[C:36](O)(C(F)(F)F)=[O:37].C(N(CC)CC)C. Product: [CH2:20]([O:27][C:28](=[O:35])[CH2:29][NH:30][C:31](=[O:34])[CH2:32][NH:33][C:36](=[O:37])[CH2:16][CH2:17][C:9](=[O:10])[CH2:8][C:6]([O:5][C:1]([CH3:2])([CH3:3])[CH3:4])=[O:7])[C:21]1[CH:22]=[CH:23][CH:24]=[CH:25][CH:26]=1. The catalyst class is: 3. (9) Reactant: [CH3:1][O:2][C:3]1[CH:13]=[C:12]([N+:14]([O-:16])=[O:15])[CH:11]=[CH:10][C:4]=1[O:5][CH2:6][C:7](O)=[O:8].C(Cl)(=O)C([Cl:20])=O. Product: [CH3:1][O:2][C:3]1[CH:13]=[C:12]([N+:14]([O-:16])=[O:15])[CH:11]=[CH:10][C:4]=1[O:5][CH2:6][C:7]([Cl:20])=[O:8]. The catalyst class is: 4.